Dataset: NCI-60 drug combinations with 297,098 pairs across 59 cell lines. Task: Regression. Given two drug SMILES strings and cell line genomic features, predict the synergy score measuring deviation from expected non-interaction effect. (1) Drug 1: C1CN(CCN1C(=O)CCBr)C(=O)CCBr. Drug 2: CC1C(C(CC(O1)OC2CC(CC3=C2C(=C4C(=C3O)C(=O)C5=C(C4=O)C(=CC=C5)OC)O)(C(=O)CO)O)N)O.Cl. Cell line: COLO 205. Synergy scores: CSS=54.4, Synergy_ZIP=-3.12, Synergy_Bliss=-1.24, Synergy_Loewe=-29.7, Synergy_HSA=0.483. (2) Drug 1: CC1CCC2CC(C(=CC=CC=CC(CC(C(=O)C(C(C(=CC(C(=O)CC(OC(=O)C3CCCCN3C(=O)C(=O)C1(O2)O)C(C)CC4CCC(C(C4)OC)OCCO)C)C)O)OC)C)C)C)OC. Drug 2: C1CC(=O)NC(=O)C1N2C(=O)C3=CC=CC=C3C2=O. Cell line: T-47D. Synergy scores: CSS=5.52, Synergy_ZIP=-0.694, Synergy_Bliss=2.86, Synergy_Loewe=-3.72, Synergy_HSA=1.52. (3) Drug 1: CC12CCC3C(C1CCC2=O)CC(=C)C4=CC(=O)C=CC34C. Drug 2: C1C(C(OC1N2C=C(C(=O)NC2=O)F)CO)O. Cell line: HCT-15. Synergy scores: CSS=58.9, Synergy_ZIP=3.00, Synergy_Bliss=3.00, Synergy_Loewe=1.87, Synergy_HSA=5.54. (4) Drug 1: CC1=C2C(C(=O)C3(C(CC4C(C3C(C(C2(C)C)(CC1OC(=O)C(C(C5=CC=CC=C5)NC(=O)OC(C)(C)C)O)O)OC(=O)C6=CC=CC=C6)(CO4)OC(=O)C)OC)C)OC. Drug 2: N.N.Cl[Pt+2]Cl. Cell line: NCI-H322M. Synergy scores: CSS=46.9, Synergy_ZIP=10.7, Synergy_Bliss=11.2, Synergy_Loewe=-47.8, Synergy_HSA=10.6. (5) Drug 1: CC(C)(C#N)C1=CC(=CC(=C1)CN2C=NC=N2)C(C)(C)C#N. Drug 2: C1C(C(OC1N2C=NC(=NC2=O)N)CO)O. Cell line: NCI-H322M. Synergy scores: CSS=8.67, Synergy_ZIP=2.86, Synergy_Bliss=-1.35, Synergy_Loewe=4.78, Synergy_HSA=1.52. (6) Drug 1: CC(C1=C(C=CC(=C1Cl)F)Cl)OC2=C(N=CC(=C2)C3=CN(N=C3)C4CCNCC4)N. Drug 2: CC(C)(C#N)C1=CC(=CC(=C1)CN2C=NC=N2)C(C)(C)C#N. Cell line: A498. Synergy scores: CSS=8.45, Synergy_ZIP=-1.45, Synergy_Bliss=1.74, Synergy_Loewe=1.57, Synergy_HSA=1.35. (7) Drug 1: CCN(CC)CCNC(=O)C1=C(NC(=C1C)C=C2C3=C(C=CC(=C3)F)NC2=O)C. Drug 2: CC(C)NC(=O)C1=CC=C(C=C1)CNNC.Cl. Cell line: OVCAR-8. Synergy scores: CSS=-4.19, Synergy_ZIP=9.03, Synergy_Bliss=10.2, Synergy_Loewe=0.0536, Synergy_HSA=-0.706. (8) Drug 1: CC1CCC2CC(C(=CC=CC=CC(CC(C(=O)C(C(C(=CC(C(=O)CC(OC(=O)C3CCCCN3C(=O)C(=O)C1(O2)O)C(C)CC4CCC(C(C4)OC)O)C)C)O)OC)C)C)C)OC. Drug 2: CCC1=C2CN3C(=CC4=C(C3=O)COC(=O)C4(CC)O)C2=NC5=C1C=C(C=C5)O. Cell line: UACC62. Synergy scores: CSS=17.9, Synergy_ZIP=-3.66, Synergy_Bliss=-0.604, Synergy_Loewe=-26.5, Synergy_HSA=-0.972. (9) Drug 1: CCCCCOC(=O)NC1=NC(=O)N(C=C1F)C2C(C(C(O2)C)O)O. Drug 2: CN(C(=O)NC(C=O)C(C(C(CO)O)O)O)N=O. Cell line: HCT116. Synergy scores: CSS=1.65, Synergy_ZIP=3.74, Synergy_Bliss=6.41, Synergy_Loewe=-0.784, Synergy_HSA=0.772.